Dataset: HIV replication inhibition screening data with 41,000+ compounds from the AIDS Antiviral Screen. Task: Binary Classification. Given a drug SMILES string, predict its activity (active/inactive) in a high-throughput screening assay against a specified biological target. (1) The compound is Cc1ccc(C)n1N1CC(C)N(N=O)CC1C. The result is 0 (inactive). (2) The compound is C=C(C)C1CCC2=CC(CC3(C)OC3c3cc(C(=O)OC)c(o3)C1)OC2=O. The result is 0 (inactive). (3) The molecule is CCSCCCCCCCCCCC(=O)OCC1OC(n2cc(C)c(=O)[nH]c2=O)CC1F. The result is 1 (active). (4) The drug is N=C(Nc1ccc(O)cc1)S(=O)(=O)O. The result is 1 (active). (5) The compound is O=C(Nc1cccc(NC(=O)C(=O)C2CCC3=C(Sc4ccccc4N3)C2=O)n1)C(=O)C1CCC2=C(Sc3ccccc3N2)C1=O. The result is 0 (inactive). (6) The compound is C=CCCC[Sn](c1ccccc1)(c1ccccc1)c1ccccc1. The result is 0 (inactive).